This data is from Full USPTO retrosynthesis dataset with 1.9M reactions from patents (1976-2016). The task is: Predict the reactants needed to synthesize the given product. (1) The reactants are: S(=O)(=O)(O)O.[O:6]=[C:7]1[CH2:12][CH2:11][C@@H:10]([C:13]([OH:15])=[O:14])[C@H:9]([C:16]2[CH:21]=[CH:20][CH:19]=[CH:18][CH:17]=2)[CH2:8]1.[CH3:22][CH2:23]O. Given the product [O:6]=[C:7]1[CH2:12][CH2:11][C@@H:10]([C:13]([O:15][CH2:22][CH3:23])=[O:14])[C@H:9]([C:16]2[CH:17]=[CH:18][CH:19]=[CH:20][CH:21]=2)[CH2:8]1, predict the reactants needed to synthesize it. (2) The reactants are: Cl[CH2:2][C:3]1[CH:22]=[CH:21][C:6]([O:7][CH2:8][C:9]2[N:10]=[C:11]([C:15]3[CH:20]=[CH:19][CH:18]=[CH:17][CH:16]=3)[O:12][C:13]=2[CH3:14])=[CH:5][CH:4]=1.[CH2:23]([N:30]1[CH:34]=[C:33]([C:35]([O:37][CH2:38][CH3:39])=[O:36])[C:32]([OH:40])=[N:31]1)[C:24]1[CH:29]=[CH:28][CH:27]=[CH:26][CH:25]=1.C(=O)([O-])[O-].[K+].[K+].CN(C)C=O. Given the product [CH2:23]([N:30]1[CH:34]=[C:33]([C:35]([O:37][CH2:38][CH3:39])=[O:36])[C:32]([O:40][CH2:2][C:3]2[CH:22]=[CH:21][C:6]([O:7][CH2:8][C:9]3[N:10]=[C:11]([C:15]4[CH:20]=[CH:19][CH:18]=[CH:17][CH:16]=4)[O:12][C:13]=3[CH3:14])=[CH:5][CH:4]=2)=[N:31]1)[C:24]1[CH:25]=[CH:26][CH:27]=[CH:28][CH:29]=1, predict the reactants needed to synthesize it. (3) Given the product [CH3:1][N:2]1[C:10]2[C:5](=[CH:6][CH:7]=[C:8]([S:11]([NH:47][C:43]3[S:42][CH:46]=[CH:45][N:44]=3)(=[O:12])=[O:13])[CH:9]=2)[C:4]([C:26]2[CH:31]=[CH:30][C:29]([C:32]([F:35])([F:34])[F:33])=[CH:28][C:27]=2[C:36]2[N:40]([CH3:41])[N:39]=[CH:38][CH:37]=2)=[CH:3]1, predict the reactants needed to synthesize it. The reactants are: [CH3:1][N:2]1[C:10]2[C:5](=[CH:6][CH:7]=[C:8]([S:11](OC3C(F)=C(F)C(F)=C(F)C=3F)(=[O:13])=[O:12])[CH:9]=2)[C:4]([C:26]2[CH:31]=[CH:30][C:29]([C:32]([F:35])([F:34])[F:33])=[CH:28][C:27]=2[C:36]2[N:40]([CH3:41])[N:39]=[CH:38][CH:37]=2)=[CH:3]1.[S:42]1[CH:46]=[CH:45][N:44]=[C:43]1[NH2:47].C1COCC1.C[Si]([N-][Si](C)(C)C)(C)C.[Li+]. (4) The reactants are: [CH3:1][O:2][C:3]([C:5]1[C:13]2[C:8](=[N:9][CH:10]=[CH:11][CH:12]=2)[N:7]([S:14]([C:17]2[CH:22]=[CH:21][CH:20]=[CH:19][CH:18]=2)(=[O:16])=[O:15])[C:6]=1[CH3:23])=[O:4].C1C(=O)N([Br:31])C(=O)C1.CC(N=NC(C#N)(C)C)(C#N)C. Given the product [CH3:1][O:2][C:3]([C:5]1[C:13]2[C:8](=[N:9][CH:10]=[CH:11][CH:12]=2)[N:7]([S:14]([C:17]2[CH:22]=[CH:21][CH:20]=[CH:19][CH:18]=2)(=[O:15])=[O:16])[C:6]=1[CH2:23][Br:31])=[O:4], predict the reactants needed to synthesize it. (5) Given the product [CH2:1]([N:8]1[C:17]2[C:12](=[CH:13][C:14]([OH:18])=[CH:15][CH:16]=2)[C:11]([C:20]2[CH:21]=[CH:22][C:23]([CH:26]([CH3:27])[CH3:28])=[CH:24][CH:25]=2)=[N:10][C:9]1=[O:29])[C:2]1[CH:7]=[CH:6][CH:5]=[CH:4][CH:3]=1, predict the reactants needed to synthesize it. The reactants are: [CH2:1]([N:8]1[C:17]2[C:12](=[CH:13][C:14]([O:18]C)=[CH:15][CH:16]=2)[C:11]([C:20]2[CH:25]=[CH:24][C:23]([CH:26]([CH3:28])[CH3:27])=[CH:22][CH:21]=2)=[N:10][C:9]1=[O:29])[C:2]1[CH:7]=[CH:6][CH:5]=[CH:4][CH:3]=1.B(Br)(Br)Br. (6) The reactants are: [C:1]1([CH2:7][CH2:8][OH:9])[CH:6]=[CH:5][CH:4]=[CH:3][CH:2]=1.[C:10]1([CH3:19])[C:11]([C:16](O)=[O:17])=[CH:12][CH:13]=[CH:14][CH:15]=1.[OH-].[K+]. Given the product [C:10]1([CH3:19])[C:11]([C:16]([O:9][CH2:8][CH2:7][C:1]2[CH:6]=[CH:5][CH:4]=[CH:3][CH:2]=2)=[O:17])=[CH:12][CH:13]=[CH:14][CH:15]=1, predict the reactants needed to synthesize it.